From a dataset of Full USPTO retrosynthesis dataset with 1.9M reactions from patents (1976-2016). Predict the reactants needed to synthesize the given product. (1) Given the product [Cl:7][C:8]1[CH:9]=[C:10]([C:14]2[C:15]3[N:16]([C:35]([CH2:38][CH3:39])=[CH:36][CH:37]=3)[N:17]=[C:18]([C:29]3[CH:30]=[CH:31][CH:32]=[CH:33][CH:34]=3)[C:19]=2[CH2:20][CH2:21][CH2:22][CH2:23][CH2:24][OH:25])[CH:11]=[CH:12][CH:13]=1, predict the reactants needed to synthesize it. The reactants are: [H-].[Al+3].[Li+].[H-].[H-].[H-].[Cl:7][C:8]1[CH:9]=[C:10]([C:14]2[C:15]3[N:16]([C:35]([CH2:38][CH3:39])=[CH:36][CH:37]=3)[N:17]=[C:18]([C:29]3[CH:34]=[CH:33][CH:32]=[CH:31][CH:30]=3)[C:19]=2[CH2:20][CH2:21][CH2:22][CH2:23][C:24](OCC)=[O:25])[CH:11]=[CH:12][CH:13]=1. (2) Given the product [CH:1]1[C:12]2=[C:13]3[CH:8]([CH2:9][CH2:10][CH2:11]2)[CH2:7][CH2:6][CH2:5][C:4]3=[CH:3][C:2]=1[NH:14][C:15]([C:17]1[S:21][C:20]([C:22]([OH:24])=[O:23])=[CH:19][CH:18]=1)=[O:16], predict the reactants needed to synthesize it. The reactants are: [CH:1]1[C:12]2=[C:13]3[CH:8]([CH2:9][CH2:10][CH2:11]2)[CH2:7][CH2:6][CH2:5][C:4]3=[CH:3][C:2]=1[NH:14][C:15]([C:17]1[S:21][C:20]([C:22]([O:24]C)=[O:23])=[CH:19][CH:18]=1)=[O:16].[OH-].[Na+].Cl. (3) The reactants are: [S:1]1[CH:5]=[CH:4][CH:3]=[C:2]1[CH2:6][C:7]([OH:9])=[O:8].[OH-].[K+:11]. Given the product [S:1]1[CH:5]=[CH:4][CH:3]=[C:2]1[CH2:6][C:7]([O-:9])=[O:8].[K+:11], predict the reactants needed to synthesize it. (4) Given the product [CH2:25]([C:26]1[N:9]([C:6]2[CH:5]=[CH:4][C:3]([O:2][CH3:1])=[CH:8][CH:7]=2)[C:10]2[CH:15]=[CH:14][CH:13]=[C:12]([C:16]([F:18])([F:17])[F:19])[C:11]=2[N:20]=1)[CH3:24], predict the reactants needed to synthesize it. The reactants are: [CH3:1][O:2][C:3]1[CH:8]=[CH:7][C:6]([NH:9][C:10]2[C:11]([NH2:20])=[C:12]([C:16]([F:19])([F:18])[F:17])[CH:13]=[CH:14][CH:15]=2)=[CH:5][CH:4]=1.C(O[C:24](OCC)(OCC)[CH2:25][CH3:26])C. (5) Given the product [OH:20][C@H:18]1[CH2:17][CH2:16][C@@:15]2([CH3:27])[C@:2]([OH:1])([CH:3]=[CH:4][C@@H:5]3[C@@H:14]2[CH2:13][CH2:12][C@@:10]2([CH3:11])[C@H:6]3[C@@H:7]3[CH2:29][C@@H:8]3[C:9]2=[O:28])[CH2:19]1, predict the reactants needed to synthesize it. The reactants are: [OH:1][C@@:2]12[CH2:19][C@@H:18]([O:20]C(=O)C(C)(C)C)[CH2:17][CH2:16][C@:15]1([CH3:27])[C@@H:14]1[C@H:5]([C@H:6]3[C@@:10]([CH2:12][CH2:13]1)([CH3:11])[C:9](=[O:28])[C@H:8]1[CH2:29][C@@H:7]31)[CH:4]=[CH:3]2.[OH-].[K+].